Predict the reaction yield, written as a fraction of the theoretical maximum amount of product (1.0 means a 100% yield; for example, 0.34 means a 34% yield). From a dataset of Reaction yield outcomes from USPTO patents with 853,638 reactions. The reactants are [NH:1]1[C:9]2[C:4](=[CH:5][C:6](B(O)O)=[CH:7][CH:8]=2)[CH:3]=[CH:2]1.[CH3:13][O:14][C:15](=[O:24])[C:16]1[CH:21]=[CH:20][CH:19]=[C:18]([CH2:22]Br)[CH:17]=1.C1COCC1.C([O-])([O-])=O.[K+].[K+]. The catalyst is C1C=CC([P]([Pd]([P](C2C=CC=CC=2)(C2C=CC=CC=2)C2C=CC=CC=2)([P](C2C=CC=CC=2)(C2C=CC=CC=2)C2C=CC=CC=2)[P](C2C=CC=CC=2)(C2C=CC=CC=2)C2C=CC=CC=2)(C2C=CC=CC=2)C2C=CC=CC=2)=CC=1.O. The product is [NH:1]1[C:9]2[C:4](=[CH:5][C:6]([CH2:22][C:18]3[CH:17]=[C:16]([CH:21]=[CH:20][CH:19]=3)[C:15]([O:14][CH3:13])=[O:24])=[CH:7][CH:8]=2)[CH:3]=[CH:2]1. The yield is 0.480.